Task: Predict the reactants needed to synthesize the given product.. Dataset: Full USPTO retrosynthesis dataset with 1.9M reactions from patents (1976-2016) (1) Given the product [Br:1][C:2]1[CH:7]=[CH:6][C:5]([C:8](=[C:18]2[CH2:23][CH2:22][CH2:21][CH2:20][CH2:19]2)[C:10]2[CH:15]=[CH:14][C:13]([OH:16])=[CH:12][CH:11]=2)=[C:4]([Cl:17])[CH:3]=1, predict the reactants needed to synthesize it. The reactants are: [Br:1][C:2]1[CH:7]=[CH:6][C:5]([C:8]([C:10]2[CH:15]=[CH:14][C:13]([OH:16])=[CH:12][CH:11]=2)=O)=[C:4]([Cl:17])[CH:3]=1.[C:18]1(=O)[CH2:23][CH2:22][CH2:21][CH2:20][CH2:19]1. (2) Given the product [ClH:20].[NH2:2][CH2:1][C:3]1[N:4]=[CH:5][C:6]([C:9]2[CH:18]=[CH:17][CH:16]=[C:15]([F:19])[C:10]=2[C:11]([O:13][CH3:14])=[O:12])=[CH:7][N:8]=1, predict the reactants needed to synthesize it. The reactants are: [C:1]([C:3]1[N:8]=[CH:7][C:6]([C:9]2[CH:18]=[CH:17][CH:16]=[C:15]([F:19])[C:10]=2[C:11]([O:13][CH3:14])=[O:12])=[CH:5][N:4]=1)#[N:2].[ClH:20].[H][H]. (3) The reactants are: [CH3:1][O:2][C:3]1[CH:8]=[C:7]([O:9][CH3:10])[N:6]=[C:5]([N:11]2[CH2:18][CH:17]3[CH:13]([CH2:14][NH:15][CH2:16]3)[CH2:12]2)[N:4]=1.[N:19]1[CH:24]=[CH:23][CH:22]=[CH:21][C:20]=1[C:25]1[CH:33]=[CH:32][CH:31]=[CH:30][C:26]=1[C:27](O)=[O:28]. Given the product [CH3:1][O:2][C:3]1[CH:8]=[C:7]([O:9][CH3:10])[N:6]=[C:5]([N:11]2[CH2:18][CH:17]3[CH:13]([CH2:14][N:15]([C:27]([C:26]4[CH:30]=[CH:31][CH:32]=[CH:33][C:25]=4[C:20]4[CH:21]=[CH:22][CH:23]=[CH:24][N:19]=4)=[O:28])[CH2:16]3)[CH2:12]2)[N:4]=1, predict the reactants needed to synthesize it. (4) The reactants are: Cl[C:2]1[N:7]=[C:6]([S:8][CH3:9])[N:5]=[C:4]2[N:10]([CH2:13][O:14][CH2:15][CH2:16][Si:17]([CH3:20])([CH3:19])[CH3:18])[N:11]=[CH:12][C:3]=12.C(N(CC)CC)C.[NH2:28][CH2:29][C@@H:30]([OH:32])[CH3:31]. Given the product [CH3:9][S:8][C:6]1[N:5]=[C:4]2[N:10]([CH2:13][O:14][CH2:15][CH2:16][Si:17]([CH3:20])([CH3:19])[CH3:18])[N:11]=[CH:12][C:3]2=[C:2]([NH:28][CH2:29][C@H:30]([OH:32])[CH3:31])[N:7]=1, predict the reactants needed to synthesize it. (5) Given the product [F:33][C:27]1[CH:28]=[CH:29][CH:30]=[C:31]([F:32])[C:26]=1[O:25][CH2:24][CH2:23][NH:22][C:19]1[CH:20]=[CH:21][C:16]([O:15][C:6]2[C:5]3[C:10](=[CH:11][C:12]([O:13][CH3:14])=[C:3]([O:2][CH3:1])[CH:4]=3)[N:9]=[CH:8][CH:7]=2)=[C:17]([CH3:35])[CH:18]=1, predict the reactants needed to synthesize it. The reactants are: [CH3:1][O:2][C:3]1[CH:4]=[C:5]2[C:10](=[CH:11][C:12]=1[O:13][CH3:14])[N:9]=[CH:8][CH:7]=[C:6]2[O:15][C:16]1[CH:21]=[CH:20][C:19]([NH:22][C:23](=O)[CH2:24][O:25][C:26]2[C:31]([F:32])=[CH:30][CH:29]=[CH:28][C:27]=2[F:33])=[CH:18][C:17]=1[CH3:35].Cl.[OH-].[Na+]. (6) Given the product [C:1]([N:5]1[CH2:42][CH2:41][CH2:40][CH2:39][C:8]2[C:9]([C:34]3[S:35][CH:36]=[CH:37][CH:38]=3)=[C:10]3[C:19]4[CH:18]=[C:17]([C@@H:20]5[O:24][C:23]([CH3:26])([CH3:25])[O:22][C@@H:21]5[CH2:27][OH:28])[C:16]([O:32][CH3:33])=[CH:15][C:14]=4[CH2:13][CH2:12][N:11]3[C:7]=2[C:6]1=[O:43])([CH3:2])([CH3:3])[CH3:4], predict the reactants needed to synthesize it. The reactants are: [C:1]([N:5]1[CH2:42][CH2:41][CH2:40][CH2:39][C:8]2[C:9]([C:34]3[S:35][CH:36]=[CH:37][CH:38]=3)=[C:10]3[C:19]4[CH:18]=[C:17]([C@@H:20]5[O:24][C:23]([CH3:26])([CH3:25])[O:22][C@H:21]5[C:27](OCC)=[O:28])[C:16]([O:32][CH3:33])=[CH:15][C:14]=4[CH2:13][CH2:12][N:11]3[C:7]=2[C:6]1=[O:43])([CH3:4])([CH3:3])[CH3:2].[Li+].[BH4-].[NH4+].[Cl-]. (7) Given the product [Br:26][C:4]1[CH:5]=[C:6]([C:9]2[C:18]([CH3:19])=[CH:17][C:12]([C:13]([O:15][CH3:16])=[O:14])=[CH:11][C:10]=2[CH3:20])[CH:7]=[N:8][C:3]=1[O:2][CH3:1], predict the reactants needed to synthesize it. The reactants are: [CH3:1][O:2][C:3]1[N:8]=[CH:7][C:6]([C:9]2[C:18]([CH3:19])=[CH:17][C:12]([C:13]([O:15][CH3:16])=[O:14])=[CH:11][C:10]=2[CH3:20])=[CH:5][CH:4]=1.C([O-])(=O)C.[K+].[Br:26]Br.[OH-].[Na+].